This data is from CYP2C9 inhibition data for predicting drug metabolism from PubChem BioAssay. The task is: Regression/Classification. Given a drug SMILES string, predict its absorption, distribution, metabolism, or excretion properties. Task type varies by dataset: regression for continuous measurements (e.g., permeability, clearance, half-life) or binary classification for categorical outcomes (e.g., BBB penetration, CYP inhibition). Dataset: cyp2c9_veith. (1) The molecule is Cc1nc(N/N=C/c2ccccc2)nc(N(C)c2ccccc2)c1[N+](=O)[O-]. The result is 0 (non-inhibitor). (2) The molecule is COc1ccc(C(=O)C(OC(=O)CNC(=O)c2ccco2)c2ccccc2)cc1. The result is 1 (inhibitor). (3) The drug is COCCNc1ncnc2ccc(-c3ccc(N(C)C)cc3)cc12. The result is 0 (non-inhibitor).